Dataset: Forward reaction prediction with 1.9M reactions from USPTO patents (1976-2016). Task: Predict the product of the given reaction. (1) Given the reactants [Cl:1][C:2]1[CH:10]=[CH:9][CH:8]=[C:7]2[C:3]=1[C:4]([C:16]([OH:18])=O)=[CH:5][N:6]2[CH2:11][CH2:12][CH:13]([F:15])[F:14].Cl.[F:20][C:21]1([F:29])[CH2:26][CH2:25][CH2:24][CH:23]([CH2:27][NH2:28])[CH2:22]1.CCN(CC)CC.C(Cl)CCl.N1(O)C2C=CC=CC=2N=N1, predict the reaction product. The product is: [F:20][C:21]1([F:29])[CH2:26][CH2:25][CH2:24][CH:23]([CH2:27][NH:28][C:16]([C:4]2[C:3]3[C:7](=[CH:8][CH:9]=[CH:10][C:2]=3[Cl:1])[N:6]([CH2:11][CH2:12][CH:13]([F:14])[F:15])[CH:5]=2)=[O:18])[CH2:22]1. (2) Given the reactants F[C:2]1[CH:7]=[CH:6][C:5]([N+:8]([O-:10])=[O:9])=[C:4]([CH3:11])[N:3]=1.[SH:12][CH2:13][CH2:14][OH:15].[OH-].[K+], predict the reaction product. The product is: [CH3:11][C:4]1[N:3]=[C:2]([S:12][CH2:13][CH2:14][OH:15])[CH:7]=[CH:6][C:5]=1[N+:8]([O-:10])=[O:9]. (3) Given the reactants [CH3:1][CH:2]1[CH2:7][CH2:6][NH:5][CH2:4][CH:3]1[NH:8][C:9](=[O:15])[O:10][C:11]([CH3:14])([CH3:13])[CH3:12].Cl[C:17]1[CH:22]=[CH:21][N:20]=[CH:19][C:18]=1[N+:23]([O-:25])=[O:24].CCN(C(C)C)C(C)C, predict the reaction product. The product is: [CH3:1][CH:2]1[CH2:7][CH2:6][N:5]([C:17]2[CH:22]=[CH:21][N:20]=[CH:19][C:18]=2[N+:23]([O-:25])=[O:24])[CH2:4][CH:3]1[NH:8][C:9](=[O:15])[O:10][C:11]([CH3:14])([CH3:13])[CH3:12].